From a dataset of Peptide-MHC class II binding affinity with 134,281 pairs from IEDB. Regression. Given a peptide amino acid sequence and an MHC pseudo amino acid sequence, predict their binding affinity value. This is MHC class II binding data. (1) The MHC is DRB1_0101 with pseudo-sequence DRB1_0101. The binding affinity (normalized) is 0.596. The peptide sequence is ARMWIQAATTMASYQ. (2) The peptide sequence is AKIMRSERPQASGVY. The MHC is DRB1_0101 with pseudo-sequence DRB1_0101. The binding affinity (normalized) is 0.606. (3) The peptide sequence is ISGLKPGVDYTITVY. The MHC is DRB1_1201 with pseudo-sequence DRB1_1201. The binding affinity (normalized) is 0.397. (4) The peptide sequence is GGNFAGGGFGMLLRK. The MHC is HLA-DQA10101-DQB10501 with pseudo-sequence HLA-DQA10101-DQB10501. The binding affinity (normalized) is 0.0897.